Dataset: Peptide-MHC class I binding affinity with 185,985 pairs from IEDB/IMGT. Task: Regression. Given a peptide amino acid sequence and an MHC pseudo amino acid sequence, predict their binding affinity value. This is MHC class I binding data. (1) The peptide sequence is VEYHYTFYI. The MHC is HLA-E01:01 with pseudo-sequence HLA-E01:03. The binding affinity (normalized) is 0.0847. (2) The peptide sequence is SVGHMMVIF. The MHC is HLA-A02:01 with pseudo-sequence HLA-A02:01. The binding affinity (normalized) is 0.0916.